From a dataset of Retrosynthesis with 50K atom-mapped reactions and 10 reaction types from USPTO. Predict the reactants needed to synthesize the given product. (1) The reactants are: C[C@H](Nc1cc(-c2cnn(COCC[Si](C)(C)C)c2)cc(Cl)n1)c1ccc(F)cc1.Nc1cnccn1. Given the product C[C@H](Nc1cc(-c2cnn(COCC[Si](C)(C)C)c2)cc(Nc2cnccn2)n1)c1ccc(F)cc1, predict the reactants needed to synthesize it. (2) The reactants are: CCOC(=O)c1nc(Cl)sc1-c1ccccc1. Given the product O=C(O)c1nc(Cl)sc1-c1ccccc1, predict the reactants needed to synthesize it. (3) The reactants are: Cc1cccc(Nc2cc(Cl)nc(SCC(=O)O)n2)c1C.NCCO. Given the product Cc1cccc(Nc2cc(Cl)nc(SCC(=O)NCCO)n2)c1C, predict the reactants needed to synthesize it. (4) Given the product CC(C)C1NCCOc2ccc3c(ccn3S(=O)(=O)c3ccccc3)c21, predict the reactants needed to synthesize it. The reactants are: CC(C)C1=NCCOc2ccc3c(ccn3S(=O)(=O)c3ccccc3)c21. (5) Given the product CCCCCCCC/C=C\CCCCCCCC(=O)O, predict the reactants needed to synthesize it. The reactants are: CCCCCCCC/C=C\CCCCCCCC(=O)OC. (6) The reactants are: Nc1ccnc(CCc2cccc(Nc3nc(Cl)ncc3Cl)c2)c1. Given the product Clc1cnc2nc1Nc1cccc(c1)CCc1cc(ccn1)N2, predict the reactants needed to synthesize it.